From a dataset of Catalyst prediction with 721,799 reactions and 888 catalyst types from USPTO. Predict which catalyst facilitates the given reaction. The catalyst class is: 4. Reactant: [NH2:1][CH:2]([CH2:8][CH:9]=[C:10]1[CH2:15][CH2:14][O:13][CH2:12][CH2:11]1)[C:3]([O:5][CH2:6][CH3:7])=[O:4].CCN(C(C)C)C(C)C.[N+:25]([C:28]1[CH:33]=[CH:32][C:31]([S:34](Cl)(=[O:36])=[O:35])=[CH:30][CH:29]=1)([O-:27])=[O:26]. Product: [N+:25]([C:28]1[CH:29]=[CH:30][C:31]([S:34]([NH:1][CH:2]([CH2:8][CH:9]=[C:10]2[CH2:11][CH2:12][O:13][CH2:14][CH2:15]2)[C:3]([O:5][CH2:6][CH3:7])=[O:4])(=[O:36])=[O:35])=[CH:32][CH:33]=1)([O-:27])=[O:26].